From a dataset of Forward reaction prediction with 1.9M reactions from USPTO patents (1976-2016). Predict the product of the given reaction. (1) Given the reactants [OH-].[Li+].[C:3]([N:6]1[C:15]2[C:10](=[CH:11][C:12]([C:16]([O:18]CCCC)=[O:17])=[CH:13][CH:14]=2)[C@H:9]([NH:23][C:24]([O:26][CH:27]([CH3:29])[CH3:28])=[O:25])[CH2:8][C@@H:7]1[CH3:30])(=[O:5])[CH3:4], predict the reaction product. The product is: [C:3]([N:6]1[C:15]2[C:10](=[CH:11][C:12]([C:16]([OH:18])=[O:17])=[CH:13][CH:14]=2)[C@H:9]([NH:23][C:24]([O:26][CH:27]([CH3:29])[CH3:28])=[O:25])[CH2:8][C@@H:7]1[CH3:30])(=[O:5])[CH3:4]. (2) Given the reactants ClC1C=CC([O:6][C:7]2[C:16]3[C:11](=C[C:13](O)=[C:14](OC)[CH:15]=3)[N:10]=[CH:9]N=2)=C(F)C=1.C1(P(C2C=CC=CC=2)C2C=CC=CC=2)C=CC=CC=1, predict the reaction product. The product is: [CH3:9][N:10]1[CH2:13][CH2:14][CH2:15][CH:16]([CH2:7][OH:6])[CH2:11]1.[CH3:9][N:10]1[CH2:13][CH2:14][CH2:15][C@@H:16]([CH2:7][OH:6])[CH2:11]1.